Predict which catalyst facilitates the given reaction. From a dataset of Catalyst prediction with 721,799 reactions and 888 catalyst types from USPTO. (1) Reactant: [NH2:1][C:2]1[CH:3]=[CH:4][C:5]([O:8][C:9]2[CH:14]=[CH:13][C:12]([CH2:15][CH2:16][C:17]([N:19]3[CH2:24][CH2:23][N:22]([CH2:25][C:26]4[CH:34]=[CH:33][C:32]5[O:31][CH2:30][O:29][C:28]=5[CH:27]=4)[CH2:21][CH2:20]3)=[O:18])=[CH:11][CH:10]=2)=[N:6][CH:7]=1.C(N(C(C)C)C(C)C)C.[Cl:44][C:45]1[CH:46]=[C:47]([N:52]=[C:53]=[O:54])[CH:48]=[CH:49][C:50]=1[Cl:51]. Product: [CH2:25]([N:22]1[CH2:23][CH2:24][N:19]([C:17](=[O:18])[CH2:16][CH2:15][C:12]2[CH:11]=[CH:10][C:9]([O:8][C:5]3[N:6]=[CH:7][C:2]([NH:1][C:53]([NH:52][C:47]4[CH:48]=[CH:49][C:50]([Cl:51])=[C:45]([Cl:44])[CH:46]=4)=[O:54])=[CH:3][CH:4]=3)=[CH:14][CH:13]=2)[CH2:20][CH2:21]1)[C:26]1[CH:34]=[CH:33][C:32]2[O:31][CH2:30][O:29][C:28]=2[CH:27]=1. The catalyst class is: 11. (2) Product: [F:1][C:2]([F:19])([F:18])[C:3]([NH:5][CH2:6][C:7]1[C:8]([CH3:17])=[C:9]([C:13]([CH3:16])=[CH:14][CH:15]=1)[C:10]([NH2:26])=[O:11])=[O:4]. Reactant: [F:1][C:2]([F:19])([F:18])[C:3]([NH:5][CH2:6][C:7]1[C:8]([CH3:17])=[C:9]([C:13]([CH3:16])=[CH:14][CH:15]=1)[C:10](O)=[O:11])=[O:4].C(Cl)(=O)C(Cl)=O.[NH3:26]. The catalyst class is: 1. (3) Reactant: [CH:1]1([S:6][CH2:7][CH2:8][NH:9][C:10]2[N:15]=[C:14]([N:16]3[C:20]4[CH:21]=[CH:22][CH:23]=[CH:24][C:19]=4[N:18]=[C:17]3[CH:25]([F:27])[F:26])[N:13]=[C:12]([N:28]3[CH2:33][CH2:32][O:31][CH2:30][CH2:29]3)[N:11]=2)[CH2:5][CH2:4][CH2:3][CH2:2]1.ClC1C=CC=C(C(OO)=[O:42])C=1.O. Product: [CH:1]1([S:6]([CH2:7][CH2:8][NH:9][C:10]2[N:15]=[C:14]([N:16]3[C:20]4[CH:21]=[CH:22][CH:23]=[CH:24][C:19]=4[N:18]=[C:17]3[CH:25]([F:27])[F:26])[N:13]=[C:12]([N:28]3[CH2:29][CH2:30][O:31][CH2:32][CH2:33]3)[N:11]=2)=[O:42])[CH2:2][CH2:3][CH2:4][CH2:5]1. The catalyst class is: 2. (4) Product: [CH3:36][O:35][CH2:34][CH2:33][N:12]1[CH2:13][C@@H:9]([C:5]2[CH:6]=[CH:7][CH:8]=[C:3]([C:2]([F:22])([F:1])[F:23])[CH:4]=2)[C@H:10]([NH:14][C:15](=[O:21])[O:16][C:17]([CH3:18])([CH3:19])[CH3:20])[CH2:11]1. The catalyst class is: 3. Reactant: [F:1][C:2]([F:23])([F:22])[C:3]1[CH:4]=[C:5]([C@@H:9]2[CH2:13][NH:12][CH2:11][C@H:10]2[NH:14][C:15](=[O:21])[O:16][C:17]([CH3:20])([CH3:19])[CH3:18])[CH:6]=[CH:7][CH:8]=1.C(N(CC)C(C)C)C.Br[CH2:33][CH2:34][O:35][CH3:36]. (5) Reactant: Cl[C:2]1C=C(C=C[CH:11]=1)C(OO)=O.C(S[C:15]1[CH:20]=[CH:19][CH:18]=[CH:17][C:16]=1[C:21](=[O:23])[CH3:22])C.[S:24]([O-:28])([O-])(=[O:26])=S.[Na+].[Na+]. Product: [CH2:2]([S:24]([C:15]1[CH:20]=[CH:19][CH:18]=[CH:17][C:16]=1[C:21](=[O:23])[CH3:22])(=[O:28])=[O:26])[CH3:11]. The catalyst class is: 22.